From a dataset of Full USPTO retrosynthesis dataset with 1.9M reactions from patents (1976-2016). Predict the reactants needed to synthesize the given product. (1) Given the product [C:19]([O:21][CH2:41][C:42]1([CH2:45][F:27])[CH2:44][CH2:43]1)(=[O:20])[C:18]1[CH:17]=[CH:16][CH:24]=[CH:23][CH:22]=1, predict the reactants needed to synthesize it. The reactants are: S(OCC1([C:16]2[C:17](OC)=[C:18]([CH:22]=[CH:23][CH:24]=2)[C:19]([O-:21])=[O:20])CC1)(C1C=CC(C)=CC=1)(=O)=O.[F-:27].C([N+]([CH2:41][CH2:42][CH2:43][CH3:44])(CCCC)CCCC)CCC.[CH2:45]1COCC1. (2) Given the product [C:11]([O:15][C:16]([N:18]1[CH2:22][C@H:21]([S:23][CH2:24][C:25]2[CH:30]=[CH:29][C:28]([O:31][CH3:32])=[CH:27][CH:26]=2)[CH2:20][C@H:19]1[CH:33]=[O:34])=[O:17])([CH3:14])([CH3:13])[CH3:12], predict the reactants needed to synthesize it. The reactants are: C(Cl)(=O)C(Cl)=O.CS(C)=O.[C:11]([O:15][C:16]([N:18]1[CH2:22][C@H:21]([S:23][CH2:24][C:25]2[CH:30]=[CH:29][C:28]([O:31][CH3:32])=[CH:27][CH:26]=2)[CH2:20][C@H:19]1[CH2:33][OH:34])=[O:17])([CH3:14])([CH3:13])[CH3:12].CCN(C(C)C)C(C)C. (3) Given the product [CH:2]([C:1]1[O:9][C:8]([C@@H:10]2[NH:15][CH2:14][C@@H:13]([C:23]([O:25][CH3:26])=[O:24])[CH2:12][CH2:11]2)=[N:7][N:6]=1)([CH3:4])[CH3:3], predict the reactants needed to synthesize it. The reactants are: [C:1]([NH:6][NH:7][C:8]([CH:10]1[N:15](C(OC(C)(C)C)=O)[CH2:14][CH:13]([C:23]([O:25][CH3:26])=[O:24])[CH2:12][CH2:11]1)=[O:9])(=O)[CH:2]([CH3:4])[CH3:3].P(Cl)(Cl)(Cl)=O.C([O-])(O)=O.[Na+]. (4) Given the product [CH3:15][O:14][C:6]1[CH:7]=[C:8]([N+:11]([O-:13])=[O:12])[CH:9]=[CH:10][C:5]=1[O:4][CH2:3][CH2:2][N:20]1[CH2:21][CH2:22][CH:17]([CH3:16])[CH2:18][CH2:19]1, predict the reactants needed to synthesize it. The reactants are: Br[CH2:2][CH2:3][O:4][C:5]1[CH:10]=[CH:9][C:8]([N+:11]([O-:13])=[O:12])=[CH:7][C:6]=1[O:14][CH3:15].[CH3:16][CH:17]1[CH2:22][CH2:21][NH:20][CH2:19][CH2:18]1. (5) Given the product [F:1][C:2]1[CH:3]=[CH:4][C:5]([CH2:6][O:7][C:8]2[CH:13]=[CH:12][N:11]([C:14]3[CH:25]=[CH:24][C:17]([O:18][CH2:19][C:20]4([OH:21])[CH2:32][CH2:31]4)=[C:16]([CH3:35])[CH:15]=3)[C:10](=[O:28])[CH:9]=2)=[CH:29][CH:30]=1, predict the reactants needed to synthesize it. The reactants are: [F:1][C:2]1[CH:30]=[CH:29][C:5]([CH2:6][O:7][C:8]2[CH:13]=[CH:12][N:11]([C:14]3[CH:25]=[CH:24][C:17]([O:18][CH2:19][C:20](OC)=[O:21])=[C:16](CC)[CH:15]=3)[C:10](=[O:28])[CH:9]=2)=[CH:4][CH:3]=1.[CH3:31][CH2:32][Mg+].[Br-].[CH2:35]1COCC1. (6) Given the product [CH3:27][N:2]([CH3:1])[S:3]([N:6]1[CH:10]=[C:9]([CH:11]([C:12]2[CH:17]=[CH:16][CH:15]=[C:14]([F:18])[C:13]=2[F:19])[CH3:28])[N:8]=[C:7]1[Si:20]([C:23]([CH3:24])([CH3:26])[CH3:25])([CH3:21])[CH3:22])(=[O:5])=[O:4], predict the reactants needed to synthesize it. The reactants are: [CH3:1][N:2]([CH3:27])[S:3]([N:6]1[CH:10]=[C:9]([CH2:11][C:12]2[CH:17]=[CH:16][CH:15]=[C:14]([F:18])[C:13]=2[F:19])[N:8]=[C:7]1[Si:20]([C:23]([CH3:26])([CH3:25])[CH3:24])([CH3:22])[CH3:21])(=[O:5])=[O:4].[CH:28]([N-]C(C)C)(C)C.[Li+].CI.O.